This data is from Full USPTO retrosynthesis dataset with 1.9M reactions from patents (1976-2016). The task is: Predict the reactants needed to synthesize the given product. (1) Given the product [Cl:1][C:2]1[CH:3]=[C:4]([CH:9]=[CH:10][C:11]=1[O:12][CH:13]([CH3:15])[CH3:14])[C:5]([OH:7])=[O:6], predict the reactants needed to synthesize it. The reactants are: [Cl:1][C:2]1[CH:3]=[C:4]([CH:9]=[CH:10][C:11]=1[O:12][CH:13]([CH3:15])[CH3:14])[C:5]([O:7]C)=[O:6].C(C1C=C(C=C(OC(C)C)C=1)C(O)=O)#N. (2) Given the product [Cl:34][C:24]1[CH:25]=[C:26]([O:27][C:28]2[CH:29]=[CH:30][CH:31]=[CH:32][CH:33]=2)[C:21]([O:20][C@@H:18]([CH3:19])[CH2:17][CH2:16][O:15][C:12]2[CH:13]=[CH:14][C:9]([S:8][CH2:7][C:6]([OH:36])=[O:5])=[C:10]([CH3:35])[CH:11]=2)=[N:22][CH:23]=1, predict the reactants needed to synthesize it. The reactants are: [OH-].[Na+].C([O:5][C:6](=[O:36])[CH2:7][S:8][C:9]1[CH:14]=[CH:13][C:12]([O:15][CH2:16][CH2:17][C@@H:18]([O:20][C:21]2[C:26]([O:27][C:28]3[CH:33]=[CH:32][CH:31]=[CH:30][CH:29]=3)=[CH:25][C:24]([Cl:34])=[CH:23][N:22]=2)[CH3:19])=[CH:11][C:10]=1[CH3:35])C.Cl. (3) The reactants are: [OH:1][CH2:2][C:3]1[C:4]([NH:11][CH2:12][CH2:13][CH:14]2[O:19][CH2:18][CH:17]([NH:20][C:21](=[O:30])[O:22][CH2:23][C:24]3[CH:29]=[CH:28][CH:27]=[CH:26][CH:25]=3)[CH2:16][O:15]2)=[N:5][C:6]([S:9][CH3:10])=[N:7][CH:8]=1. Given the product [CH:2]([C:3]1[C:4]([NH:11][CH2:12][CH2:13][CH:14]2[O:15][CH2:16][CH:17]([NH:20][C:21](=[O:30])[O:22][CH2:23][C:24]3[CH:25]=[CH:26][CH:27]=[CH:28][CH:29]=3)[CH2:18][O:19]2)=[N:5][C:6]([S:9][CH3:10])=[N:7][CH:8]=1)=[O:1], predict the reactants needed to synthesize it. (4) Given the product [CH3:23][C:20]1[O:19][C:18]([CH2:17][NH:16][C:14]2[N:15]=[C:10]([O:6][CH2:5][C:4]([F:8])([F:7])[F:3])[N:11]=[C:12]([NH:24][C:25]3[CH:34]=[CH:33][C:28]4[NH:29][C:30](=[O:32])[NH:31][C:27]=4[CH:26]=3)[N:13]=2)=[CH:22][CH:21]=1, predict the reactants needed to synthesize it. The reactants are: [H-].[Na+].[F:3][C:4]([F:8])([F:7])[CH2:5][OH:6].Cl[C:10]1[N:15]=[C:14]([NH:16][CH2:17][C:18]2[O:19][C:20]([CH3:23])=[CH:21][CH:22]=2)[N:13]=[C:12]([NH:24][C:25]2[CH:34]=[CH:33][C:28]3[NH:29][C:30](=[O:32])[NH:31][C:27]=3[CH:26]=2)[N:11]=1. (5) Given the product [NH2:9][C@H:10]1[CH2:15][CH2:14][O:13][CH2:12][C@H:11]1[C:16]([O:18][CH2:19][CH3:20])=[O:17], predict the reactants needed to synthesize it. The reactants are: C1([C@@H]([NH:9][C@H:10]2[CH2:15][CH2:14][O:13][CH2:12][C@H:11]2[C:16]([O:18][CH2:19][CH3:20])=[O:17])C)C=CC=CC=1. (6) Given the product [CH:1]([O:14][C:15]1[C:26]2[C:25](=[O:27])[N:24]([CH2:28][C:29]3[CH:30]=[CH:31][C:32]([F:35])=[CH:33][CH:34]=3)[C:23](=[O:36])[C:22]=2[C:21]([O:37][CH3:45])=[C:20]2[C:16]=1[N:17]=[CH:18][N:19]2[CH2:38][C:39]1[CH:44]=[CH:43][CH:42]=[CH:41][CH:40]=1)([C:8]1[CH:9]=[CH:10][CH:11]=[CH:12][CH:13]=1)[C:2]1[CH:7]=[CH:6][CH:5]=[CH:4][CH:3]=1, predict the reactants needed to synthesize it. The reactants are: [CH:1]([O:14][C:15]1[C:26]2[C:25](=[O:27])[N:24]([CH2:28][C:29]3[CH:34]=[CH:33][C:32]([F:35])=[CH:31][CH:30]=3)[C:23](=[O:36])[C:22]=2[C:21]([OH:37])=[C:20]2[C:16]=1[N:17]=[CH:18][N:19]2[CH2:38][C:39]1[CH:44]=[CH:43][CH:42]=[CH:41][CH:40]=1)([C:8]1[CH:13]=[CH:12][CH:11]=[CH:10][CH:9]=1)[C:2]1[CH:7]=[CH:6][CH:5]=[CH:4][CH:3]=1.[CH3:45]N(C=O)C.C([O-])([O-])=O.[K+].[K+].CI. (7) Given the product [SH:15][CH2:14][C:13]([NH:1][CH2:2][CH2:3][CH2:4][NH:5][C:6](=[O:12])[O:7][CH2:8][CH:11]=[CH2:18])=[O:17], predict the reactants needed to synthesize it. The reactants are: [NH2:1][CH2:2][CH2:3][CH2:4][NH:5][C:6](=[O:12])[O:7][C:8]([CH3:11])(C)C.[C:13]([OH:17])(=O)[CH2:14][SH:15].[C:18]1(C)C=CC=CC=1.